The task is: Predict which catalyst facilitates the given reaction.. This data is from Catalyst prediction with 721,799 reactions and 888 catalyst types from USPTO. Reactant: [Cl:1][C:2]1[N:3]=[C:4]([NH:22][CH:23]2[CH2:25][CH2:24]2)[C:5]2[C:10](I)=[CH:9][N:8]([S:12]([C:15]3[CH:21]=[CH:20][C:18]([CH3:19])=[CH:17][CH:16]=3)(=[O:14])=[O:13])[C:6]=2[N:7]=1.[N:26]1[CH:31]=[CH:30][C:29](B(O)O)=[CH:28][CH:27]=1.C([O-])([O-])=O.[Na+].[Na+]. Product: [Cl:1][C:2]1[N:3]=[C:4]([NH:22][CH:23]2[CH2:25][CH2:24]2)[C:5]2[C:10]([C:29]3[CH:30]=[CH:31][N:26]=[CH:27][CH:28]=3)=[CH:9][N:8]([S:12]([C:15]3[CH:21]=[CH:20][C:18]([CH3:19])=[CH:17][CH:16]=3)(=[O:14])=[O:13])[C:6]=2[N:7]=1. The catalyst class is: 551.